From a dataset of Peptide-MHC class I binding affinity with 185,985 pairs from IEDB/IMGT. Regression. Given a peptide amino acid sequence and an MHC pseudo amino acid sequence, predict their binding affinity value. This is MHC class I binding data. (1) The peptide sequence is AQFSPQYL. The MHC is Mamu-B03 with pseudo-sequence Mamu-B03. The binding affinity (normalized) is 0.0580. (2) The peptide sequence is ATFEVFLAK. The MHC is HLA-B15:01 with pseudo-sequence HLA-B15:01. The binding affinity (normalized) is 0.0847. (3) The peptide sequence is FLPRVFSAV. The MHC is HLA-A68:02 with pseudo-sequence HLA-A68:02. The binding affinity (normalized) is 0.304. (4) The peptide sequence is VAASSLLYK. The MHC is HLA-A03:01 with pseudo-sequence HLA-A03:01. The binding affinity (normalized) is 0.825.